From a dataset of Peptide-MHC class I binding affinity with 185,985 pairs from IEDB/IMGT. Regression. Given a peptide amino acid sequence and an MHC pseudo amino acid sequence, predict their binding affinity value. This is MHC class I binding data. (1) The peptide sequence is SFYEYIQL. The MHC is H-2-Kb with pseudo-sequence H-2-Kb. The binding affinity (normalized) is 0.723. (2) The peptide sequence is SQVSFQQPL. The MHC is HLA-A02:06 with pseudo-sequence HLA-A02:06. The binding affinity (normalized) is 0.754. (3) The peptide sequence is YNIDRLNAL. The MHC is HLA-A02:01 with pseudo-sequence HLA-A02:01. The binding affinity (normalized) is 0.625. (4) The peptide sequence is LYQKTGESS. The MHC is HLA-A29:02 with pseudo-sequence HLA-A29:02. The binding affinity (normalized) is 0.124.